This data is from Reaction yield outcomes from USPTO patents with 853,638 reactions. The task is: Predict the reaction yield, written as a fraction of the theoretical maximum amount of product (1.0 means a 100% yield; for example, 0.34 means a 34% yield). (1) The reactants are [CH3:1][C:2]([CH3:32])([CH3:31])[C:3]#[C:4][C:5]1[S:9][C:8]([C:10]([O:12]C)=[O:11])=[C:7]([N:14]([CH2:24][C:25]2[CH:29]=[CH:28][N:27]([CH3:30])[N:26]=2)[C:15]([C@H:17]2[CH2:22][CH2:21][C@H:20]([CH3:23])[CH2:19][CH2:18]2)=[O:16])[CH:6]=1.[OH-].[Na+]. The catalyst is CO. The product is [CH3:31][C:2]([CH3:1])([CH3:32])[C:3]#[C:4][C:5]1[S:9][C:8]([C:10]([OH:12])=[O:11])=[C:7]([N:14]([CH2:24][C:25]2[CH:29]=[CH:28][N:27]([CH3:30])[N:26]=2)[C:15]([C@H:17]2[CH2:22][CH2:21][C@H:20]([CH3:23])[CH2:19][CH2:18]2)=[O:16])[CH:6]=1. The yield is 0.700. (2) The reactants are [OH:1][C:2]1[CH:10]=[C:9]([CH3:11])[CH:8]=[CH:7][C:3]=1[C:4]([OH:6])=[O:5].[C:12]([O-])([O-])=O.[K+].[K+].[OH-].[K+].Cl. The catalyst is CC(C)=O.CO.CI. The product is [CH3:12][O:1][C:2]1[CH:10]=[C:9]([CH3:11])[CH:8]=[CH:7][C:3]=1[C:4]([OH:6])=[O:5]. The yield is 0.850.